Task: Predict the product of the given reaction.. Dataset: Forward reaction prediction with 1.9M reactions from USPTO patents (1976-2016) (1) Given the reactants [F:1][C:2]([F:17])([F:16])[C:3]1[CH:8]=[CH:7][C:6]([C:9]2[O:13][N:12]=[C:11]([CH2:14]O)[CH:10]=2)=[CH:5][CH:4]=1.S(Cl)([Cl:20])=O, predict the reaction product. The product is: [Cl:20][CH2:14][C:11]1[CH:10]=[C:9]([C:6]2[CH:7]=[CH:8][C:3]([C:2]([F:17])([F:16])[F:1])=[CH:4][CH:5]=2)[O:13][N:12]=1. (2) Given the reactants [C:1]1(=[O:7])[CH2:6][CH2:5][CH2:4][CH2:3][CH2:2]1.CC(C)([O-])C.[K+].O.[C:15]1(C)[CH:20]=CC=[CH:17][CH:16]=1, predict the reaction product. The product is: [CH2:20]1[C:2]2([CH2:3][CH2:4][CH2:5][CH2:6][C:1]2=[O:7])[CH2:17][CH2:16][CH2:15]1. (3) Given the reactants I[C:2]1[N:3]=[N:4][C:5]([O:8][CH2:9][C:10]2[C:11]([C:16]3[CH:21]=[CH:20][CH:19]=[CH:18][CH:17]=3)=[N:12][O:13][C:14]=2[CH3:15])=[CH:6][CH:7]=1.[NH3:22], predict the reaction product. The product is: [CH3:15][C:14]1[O:13][N:12]=[C:11]([C:16]2[CH:21]=[CH:20][CH:19]=[CH:18][CH:17]=2)[C:10]=1[CH2:9][O:8][C:5]1[N:4]=[N:3][C:2]([NH2:22])=[CH:7][CH:6]=1.